Task: Binary Classification. Given a miRNA mature sequence and a target amino acid sequence, predict their likelihood of interaction.. Dataset: Experimentally validated miRNA-target interactions with 360,000+ pairs, plus equal number of negative samples (1) Result: 0 (no interaction). The miRNA is hsa-miR-6516-5p with sequence UUUGCAGUAACAGGUGUGAGCA. The protein sequence of the target gene is MSDNDDIEVESDEEQPRFQSAADKRAHHNALERKRRDHIKDSFHSLRDSVPSLQGEKASRAQILDKATEYIQYMRRKNHTHQQDIDDLKRQNALLEQQVRALEKARSSAQLQTNYPSSDNSLYTNAKGGTISAFDGGSDSSSESEPEEPQSRKKLRMEAS. (2) The miRNA is hsa-miR-548ar-5p with sequence AAAAGUAAUUGCAGUUUUUGC. The protein sequence of the target gene is MAPKRTADGRRRKRGQKTEDNKVARHEESVADDFEDEKQKPRRKSSFPKVSQGKRKRGCSDPGDPTNGAAKKKVAKATAKSKNLKVLKEEALSDGDDFRDSPADCKKAKKHPKSKVVDQGTDEDDSEDDWEEVEELTEPVLDMGENSATSPSDMPVKAVEIEIETPQQAKERERSEKIKMEFETYLRRMMKRFNKEVQENMHKVHLLCLLASGFYRNSICRQPDLLAIGLSIIPIRFTKVPLQDRDAYYLSNLVKWFIGTFTVNADLSASEQDDLQTTLERRIAIYSARDNEELVHIFLL.... Result: 0 (no interaction). (3) The miRNA is hsa-miR-144-5p with sequence GGAUAUCAUCAUAUACUGUAAG. The protein sequence of the target gene is MGSQHSAAARPSSCRRKQEDDRDGLLAEREQEEAIAQFPYVEFTGRDSITCLTCQGTGYIPTEQVNELVALIPHSDQRLRPQRTKQYVLLSILLCLLASGLVVFFLFPHSVLVDDDGIKVVKVTFNKQDSLVILTIMATLKIRNSNFYTVAVTSLSSQIQYMNTVVSTYVTTNVSLIPPRSEQLVNFTGKAEMGGPFSYVYFFCTVPEILVHNIVIFMRTSVKISYIGLMTQSSLETHHYVDCGGNSTAI. Result: 0 (no interaction).